The task is: Predict the product of the given reaction.. This data is from Forward reaction prediction with 1.9M reactions from USPTO patents (1976-2016). (1) Given the reactants [Si:1]([O:8][CH2:9][C:10]1[N:15]=[CH:14][C:13]2[N:16]([C:19]3[S:23][C:22]([C:24]([O:26]C)=O)=[C:21]([O:28][CH:29]([C:31]4[CH:36]=[CH:35][CH:34]=[CH:33][C:32]=4[F:37])[CH3:30])[CH:20]=3)[CH:17]=[N:18][C:12]=2[CH:11]=1)([C:4]([CH3:7])([CH3:6])[CH3:5])([CH3:3])[CH3:2].[NH3:38], predict the reaction product. The product is: [Si:1]([O:8][CH2:9][C:10]1[N:15]=[CH:14][C:13]2[N:16]([C:19]3[S:23][C:22]([C:24]([NH2:38])=[O:26])=[C:21]([O:28][CH:29]([C:31]4[CH:36]=[CH:35][CH:34]=[CH:33][C:32]=4[F:37])[CH3:30])[CH:20]=3)[CH:17]=[N:18][C:12]=2[CH:11]=1)([C:4]([CH3:5])([CH3:7])[CH3:6])([CH3:2])[CH3:3]. (2) Given the reactants Br[C:2]1[CH:3]=[C:4]2[C:9](=[CH:10][CH:11]=1)[N:8]=[CH:7][C:6]([C:12](=[O:14])[CH3:13])=[C:5]2[NH:15][C@H:16]1[CH2:21][CH2:20][C@H:19]([N:22]([CH3:24])[CH3:23])[CH2:18][CH2:17]1.[Cl:25][C:26]1[CH:31]=[C:30](B2OC(C)(C)C(C)(C)O2)[CH:29]=[C:28]([F:41])[C:27]=1[OH:42], predict the reaction product. The product is: [Cl:25][C:26]1[CH:31]=[C:30]([C:2]2[CH:3]=[C:4]3[C:9](=[CH:10][CH:11]=2)[N:8]=[CH:7][C:6]([C:12](=[O:14])[CH3:13])=[C:5]3[NH:15][C@H:16]2[CH2:21][CH2:20][C@H:19]([N:22]([CH3:24])[CH3:23])[CH2:18][CH2:17]2)[CH:29]=[C:28]([F:41])[C:27]=1[OH:42]. (3) Given the reactants [F:1][C:2]1[CH:3]=[CH:4][C:5]2[N:9]=[C:8]([CH:10]([CH3:12])[CH3:11])[N:7]([C:13]3[C:21]4[O:20][CH2:19][C@@H:18]([NH:22][C:23]5[CH:35]=[CH:34][C:26]6[C@H:27]([CH2:30][C:31]([OH:33])=[O:32])[CH2:28][O:29][C:25]=6[CH:24]=5)[C:17]=4[CH:16]=[CH:15][CH:14]=3)[C:6]=2[CH:36]=1.[OH-].[Na+:38].C(#N)C, predict the reaction product. The product is: [F:1][C:2]1[CH:3]=[CH:4][C:5]2[N:9]=[C:8]([CH:10]([CH3:12])[CH3:11])[N:7]([C:13]3[C:21]4[O:20][CH2:19][C@@H:18]([NH:22][C:23]5[CH:35]=[CH:34][C:26]6[C@H:27]([CH2:30][C:31]([O-:33])=[O:32])[CH2:28][O:29][C:25]=6[CH:24]=5)[C:17]=4[CH:16]=[CH:15][CH:14]=3)[C:6]=2[CH:36]=1.[Na+:38]. (4) The product is: [C:21]([O:20][C:18]([N:15]1[CH2:16][C@@H:17]2[C:10]([OH:9])([C:2]3[CH:7]=[N:6][C:5]([Cl:8])=[CH:4][CH:3]=3)[CH2:11][CH2:12][C@@H:13]2[CH2:14]1)=[O:19])([CH3:24])([CH3:22])[CH3:23]. Given the reactants Br[C:2]1[CH:3]=[CH:4][C:5]([Cl:8])=[N:6][CH:7]=1.[O:9]=[C:10]1[C@@H:17]2[C@@H:13]([CH2:14][N:15]([C:18]([O:20][C:21]([CH3:24])([CH3:23])[CH3:22])=[O:19])[CH2:16]2)[CH2:12][CH2:11]1, predict the reaction product.